Dataset: Forward reaction prediction with 1.9M reactions from USPTO patents (1976-2016). Task: Predict the product of the given reaction. (1) Given the reactants ClC1C=CC=C(C(OO)=[O:9])C=1.[CH:12]1([C:15]2[CH:20]=[CH:19][N:18]=[CH:17][C:16]=2[I:21])[CH2:14][CH2:13]1, predict the reaction product. The product is: [CH:12]1([C:15]2[CH:20]=[CH:19][N+:18]([O-:9])=[CH:17][C:16]=2[I:21])[CH2:14][CH2:13]1. (2) Given the reactants [F:1][C:2]([F:20])([F:19])[C:3]1[CH:4]=[C:5]([CH:9]=[CH:10][C:11]=1[O:12][C@@H:13]([CH3:18])[C:14]([F:17])([F:16])[F:15])[C:6](O)=[O:7].B.C1COCC1.Cl, predict the reaction product. The product is: [F:1][C:2]([F:19])([F:20])[C:3]1[CH:4]=[C:5]([CH2:6][OH:7])[CH:9]=[CH:10][C:11]=1[O:12][C@@H:13]([CH3:18])[C:14]([F:15])([F:16])[F:17]. (3) Given the reactants [OH:1][C:2]1[CH:21]=[CH:20][C:5]([CH2:6][NH:7][C:8](=[O:19])[C:9]2[CH:14]=[CH:13][C:12]([O:15][CH3:16])=[C:11]([O:17][CH3:18])[CH:10]=2)=[CH:4][CH:3]=1.C([O-])([O-])=O.[K+].[K+].[CH3:28][N:29]([CH2:31][CH2:32]Cl)[CH3:30], predict the reaction product. The product is: [CH3:28][N:29]([CH2:31][CH2:32][O:1][C:2]1[CH:21]=[CH:20][C:5]([CH2:6][NH:7][C:8]([C:9]2[CH:14]=[CH:13][C:12]([O:15][CH3:16])=[C:11]([O:17][CH3:18])[CH:10]=2)=[O:19])=[CH:4][CH:3]=1)[CH3:30]. (4) Given the reactants [Si:1]([O:8][CH2:9][C@@H:10]1[CH2:14][N:13]([C@@H:15]([C:17]2[CH:22]=[CH:21][CH:20]=[CH:19][CH:18]=2)[CH3:16])[C:12](=[O:23])[CH2:11]1)([C:4]([CH3:7])([CH3:6])[CH3:5])([CH3:3])[CH3:2].[CH2:24](Br)[CH:25]=[CH2:26].C[Si](C)(C)[N-][Si](C)(C)C.[Li+], predict the reaction product. The product is: [CH2:26]([C@H:11]1[C@H:10]([CH2:9][O:8][Si:1]([C:4]([CH3:7])([CH3:5])[CH3:6])([CH3:3])[CH3:2])[CH2:14][N:13]([C@@H:15]([C:17]2[CH:18]=[CH:19][CH:20]=[CH:21][CH:22]=2)[CH3:16])[C:12]1=[O:23])[CH:25]=[CH2:24].